Dataset: Full USPTO retrosynthesis dataset with 1.9M reactions from patents (1976-2016). Task: Predict the reactants needed to synthesize the given product. (1) Given the product [F:19][C:20]1[CH:25]=[CH:24][C:23]([O:26][CH3:27])=[CH:22][C:21]=1[C:28]1[CH:33]=[CH:32][C:31]([O:1][CH2:2][C:3]2[CH:4]=[C:5]([CH:9]([C:16]#[C:17][CH3:18])[CH2:10][C:11]([O:13][CH2:14][CH3:15])=[O:12])[CH:6]=[CH:7][CH:8]=2)=[CH:30][C:29]=1[CH2:35][C:36]([CH3:39])([CH3:38])[CH3:37], predict the reactants needed to synthesize it. The reactants are: [OH:1][CH2:2][C:3]1[CH:4]=[C:5]([CH:9]([C:16]#[C:17][CH3:18])[CH2:10][C:11]([O:13][CH2:14][CH3:15])=[O:12])[CH:6]=[CH:7][CH:8]=1.[F:19][C:20]1[CH:25]=[CH:24][C:23]([O:26][CH3:27])=[CH:22][C:21]=1[C:28]1[CH:33]=[CH:32][C:31](O)=[CH:30][C:29]=1[CH2:35][C:36]([CH3:39])([CH3:38])[CH3:37].N(C(N1CCCCC1)=O)=NC(N1CCCCC1)=O.C(P(CCCC)CCCC)CCC. (2) Given the product [Br:13][C:8]1[C:9]([CH3:12])=[C:10]2[C:2]([CH3:3])=[CH:1][NH:4][C:5]2=[C:6]([Cl:14])[N:7]=1, predict the reactants needed to synthesize it. The reactants are: [CH2:1]([NH:4][C:5]1[C:6]([Cl:14])=[N:7][C:8]([Br:13])=[C:9]([CH3:12])[C:10]=1Br)[CH:2]=[CH2:3].C([O-])([O-])=O.[K+].[K+].